From a dataset of Forward reaction prediction with 1.9M reactions from USPTO patents (1976-2016). Predict the product of the given reaction. (1) Given the reactants Br[C:2]1[CH:7]=[CH:6][C:5]([CH2:8][CH2:9][NH:10][C:11]([C:24]2[CH:29]=[CH:28][CH:27]=[CH:26][CH:25]=2)([C:18]2[CH:23]=[CH:22][CH:21]=[CH:20][CH:19]=2)[C:12]2[CH:17]=[CH:16][CH:15]=[CH:14][CH:13]=2)=[CH:4][CH:3]=1.C([Li])CCC.[CH2:35]([O:42][C@@H:43]1[C@@H:49]([O:50][CH2:51][C:52]2[CH:57]=[CH:56][CH:55]=[CH:54][CH:53]=2)[C@H:48]([O:58][CH2:59][C:60]2[CH:65]=[CH:64][CH:63]=[CH:62][CH:61]=2)[C@@H:47]([CH2:66][O:67][CH2:68][C:69]2[CH:74]=[CH:73][CH:72]=[CH:71][CH:70]=2)[O:46][C:44]1([C:75]1[CH:80]=[C:79]([CH:81]=[O:82])[C:78]([CH3:83])=[CH:77][C:76]=1[O:84][CH2:85][C:86]1[CH:91]=[CH:90][CH:89]=[CH:88][CH:87]=1)[OH:45])[C:36]1[CH:41]=[CH:40][CH:39]=[CH:38][CH:37]=1, predict the reaction product. The product is: [CH2:35]([O:42][C@@H:43]1[C@@H:49]([O:50][CH2:51][C:52]2[CH:53]=[CH:54][CH:55]=[CH:56][CH:57]=2)[C@H:48]([O:58][CH2:59][C:60]2[CH:65]=[CH:64][CH:63]=[CH:62][CH:61]=2)[C@@H:47]([CH2:66][O:67][CH2:68][C:69]2[CH:70]=[CH:71][CH:72]=[CH:73][CH:74]=2)[O:46][C:44]1([C:75]1[CH:80]=[C:79]([CH:81]([OH:82])[C:2]2[CH:3]=[CH:4][C:5]([CH2:8][CH2:9][NH:10][C:11]([C:24]3[CH:29]=[CH:28][CH:27]=[CH:26][CH:25]=3)([C:12]3[CH:13]=[CH:14][CH:15]=[CH:16][CH:17]=3)[C:18]3[CH:23]=[CH:22][CH:21]=[CH:20][CH:19]=3)=[CH:6][CH:7]=2)[C:78]([CH3:83])=[CH:77][C:76]=1[O:84][CH2:85][C:86]1[CH:87]=[CH:88][CH:89]=[CH:90][CH:91]=1)[OH:45])[C:36]1[CH:41]=[CH:40][CH:39]=[CH:38][CH:37]=1. (2) Given the reactants [Cl:1][CH2:2][C:3]([N:5]([CH2:16][C:17]([O:19]C(C)(C)C)=[O:18])[C:6]1[CH:11]=[CH:10][CH:9]=[C:8]([C:12]([F:15])([F:14])[F:13])[CH:7]=1)=[O:4].C(O)(C(F)(F)F)=O, predict the reaction product. The product is: [Cl:1][CH2:2][C:3]([N:5]([CH2:16][C:17]([OH:19])=[O:18])[C:6]1[CH:11]=[CH:10][CH:9]=[C:8]([C:12]([F:13])([F:14])[F:15])[CH:7]=1)=[O:4]. (3) The product is: [CH:16]([N:19]1[C:23]([C:24]2[S:25][C:26]3[CH2:27][CH2:28][O:29][C:30]4[CH:37]=[C:36]([C:2]5[CH:3]=[CH:4][CH:5]=[CH:6][C:1]=5[S:7]([NH2:10])(=[O:9])=[O:8])[CH:35]=[CH:34][C:31]=4[C:32]=3[N:33]=2)=[N:22][C:21]([CH3:47])=[N:20]1)([CH3:18])[CH3:17]. Given the reactants [C:1]1([S:7]([NH2:10])(=[O:9])=[O:8])[CH:6]=[CH:5][CH:4]=[CH:3][CH:2]=1.C([O-])(=O)C.[K+].[CH:16]([N:19]1[C:23]([C:24]2[S:25][C:26]3[CH2:27][CH2:28][O:29][C:30]4[CH:37]=[C:36](B5OC(C)(C)C(C)(C)O5)[CH:35]=[CH:34][C:31]=4[C:32]=3[N:33]=2)=[N:22][C:21]([CH3:47])=[N:20]1)([CH3:18])[CH3:17].[NH4+].[Cl-], predict the reaction product. (4) Given the reactants [CH3:1][O:2][C:3]1[CH:10]=[CH:9][C:6]([CH:7]=O)=[CH:5][CH:4]=1.[O:11]=[C:12]([CH:14](P(=O)(OCC)OCC)[CH2:15][CH2:16][CH2:17][CH2:18][CH3:19])[CH3:13], predict the reaction product. The product is: [CH3:1][O:2][C:3]1[CH:10]=[CH:9][C:6](/[CH:7]=[C:14](\[CH2:15][CH2:16][CH2:17][CH2:18][CH3:19])/[C:12](=[O:11])[CH3:13])=[CH:5][CH:4]=1. (5) Given the reactants CS(O[CH2:6][C:7]1[CH:12]=[CH:11][CH:10]=[C:9]([C:13]2[N:18]=[C:17]([N:19]3[CH2:24][CH2:23][O:22][CH2:21][CH2:20]3)[C:16]3=[CH:25][C:26]([CH2:28][N:29]([CH3:31])[CH3:30])=[CH:27][N:15]3[N:14]=2)[CH:8]=1)(=O)=O.[NH3:32], predict the reaction product. The product is: [NH2:32][CH2:6][C:7]1[CH:8]=[C:9]([C:13]2[N:18]=[C:17]([N:19]3[CH2:20][CH2:21][O:22][CH2:23][CH2:24]3)[C:16]3=[CH:25][C:26]([CH2:28][N:29]([CH3:30])[CH3:31])=[CH:27][N:15]3[N:14]=2)[CH:10]=[CH:11][CH:12]=1. (6) Given the reactants [C:1]([O:5][C:6]([N:8]1[CH2:13][C@H:12]([O:14][CH2:15][C:16]2[CH:25]=[C:24]([O:26][CH3:27])[C:23]3[C:18](=[CH:19][CH:20]=[CH:21][CH:22]=3)[CH:17]=2)[C@@H:11]([C:28]2[CH:33]=[CH:32][C:31]([O:34][CH2:35][CH:36]=[CH2:37])=[CH:30][CH:29]=2)[C@H:10]([O:38][CH2:39][C@H:40](O)[CH2:41][O:42]S(C2C=CC(C)=CC=2)(=O)=O)[CH2:9]1)=[O:7])([CH3:4])([CH3:3])[CH3:2].[OH-].[Na+], predict the reaction product. The product is: [C:1]([O:5][C:6]([N:8]1[CH2:9][C@@H:10]([O:38][CH2:39][C@H:40]2[CH2:41][O:42]2)[C@H:11]([C:28]2[CH:33]=[CH:32][C:31]([O:34][CH2:35][CH:36]=[CH2:37])=[CH:30][CH:29]=2)[C@@H:12]([O:14][CH2:15][C:16]2[CH:25]=[C:24]([O:26][CH3:27])[C:23]3[C:18](=[CH:19][CH:20]=[CH:21][CH:22]=3)[CH:17]=2)[CH2:13]1)=[O:7])([CH3:2])([CH3:4])[CH3:3]. (7) Given the reactants C[O:2][C:3]([C:5]1[S:6][CH:7]=[CH:8][C:9]=1[NH:10][S:11]([C:14]1[CH:19]=[CH:18][CH:17]=[CH:16][CH:15]=1)(=[O:13])=[O:12])=[O:4].[OH-].[Na+], predict the reaction product. The product is: [C:14]1([S:11]([NH:10][C:9]2[CH:8]=[CH:7][S:6][C:5]=2[C:3]([OH:4])=[O:2])(=[O:13])=[O:12])[CH:15]=[CH:16][CH:17]=[CH:18][CH:19]=1.